Dataset: Reaction yield outcomes from USPTO patents with 853,638 reactions. Task: Predict the reaction yield, written as a fraction of the theoretical maximum amount of product (1.0 means a 100% yield; for example, 0.34 means a 34% yield). (1) The reactants are [Br:1][C:2]1[C:6]2[C:7](Cl)=[N:8][CH:9]=[CH:10][C:5]=2[O:4][CH:3]=1.[OH-].[NH4+:13]. The catalyst is O1CCOCC1. The product is [Br:1][C:2]1[C:6]2[C:7]([NH2:13])=[N:8][CH:9]=[CH:10][C:5]=2[O:4][CH:3]=1. The yield is 0.710. (2) The reactants are [OH:1][CH2:2][CH2:3][O:4][CH2:5][CH2:6][O:7][CH2:8][CH2:9][O:10][CH2:11][CH2:12][O:13][CH2:14][CH2:15][O:16][CH2:17][CH2:18][O:19][CH2:20][CH2:21][O:22][CH2:23][CH2:24][O:25][CH2:26][CH2:27][O:28][CH2:29][CH2:30][O:31][CH2:32][CH2:33][O:34][CH2:35][CH2:36][O:37][CH2:38][CH2:39][C:40]([O:42][CH3:43])=[O:41].[CH2:44](N(CC)CC)C.[C:51]1(C)[C:52]([S:57](Cl)(=[O:59])=[O:58])=[CH:53][CH:54]=[CH:55][CH:56]=1. The catalyst is ClCCl.CN(C1C=CN=CC=1)C. The product is [S:57]([O:1][CH2:2][CH2:3][O:4][CH2:5][CH2:6][O:7][CH2:8][CH2:9][O:10][CH2:11][CH2:12][O:13][CH2:14][CH2:15][O:16][CH2:17][CH2:18][O:19][CH2:20][CH2:21][O:22][CH2:23][CH2:24][O:25][CH2:26][CH2:27][O:28][CH2:29][CH2:30][O:31][CH2:32][CH2:33][O:34][CH2:35][CH2:36][O:37][CH2:38][CH2:39][C:40]([O:42][CH3:43])=[O:41])([C:52]1[CH:51]=[CH:56][C:55]([CH3:44])=[CH:54][CH:53]=1)(=[O:58])=[O:59]. The yield is 0.670. (3) The reactants are [H-].[Na+].[CH2:3]([O:10][C:11]([N:13]([CH2:15][C:16]1[C:24]2[C:19](=[CH:20][CH:21]=[CH:22][CH:23]=2)[NH:18][CH:17]=1)[CH3:14])=[O:12])[C:4]1[CH:9]=[CH:8][CH:7]=[CH:6][CH:5]=1.[CH2:25](Br)[C:26]1[CH:31]=[CH:30][CH:29]=[CH:28][CH:27]=1. The catalyst is CN(C=O)C.O. The product is [CH2:3]([O:10][C:11]([N:13]([CH2:15][C:16]1[C:24]2[C:19](=[CH:20][CH:21]=[CH:22][CH:23]=2)[N:18]([CH2:25][C:26]2[CH:31]=[CH:30][CH:29]=[CH:28][CH:27]=2)[CH:17]=1)[CH3:14])=[O:12])[C:4]1[CH:9]=[CH:8][CH:7]=[CH:6][CH:5]=1. The yield is 0.930. (4) The reactants are Cl.[NH2:2][C@@H:3]([CH2:25][CH:26]1[CH2:30][CH2:29][CH2:28][CH2:27]1)[C:4]([NH:6][C@H:7]1[CH2:13][CH2:12][C@@H:11]([CH3:14])[N:10]([S:15]([C:18]2[CH:23]=[CH:22][CH:21]=[CH:20][N:19]=2)(=[O:17])=[O:16])[CH2:9][C@@H:8]1[OH:24])=[O:5].[F:31][C:32]([F:48])([F:47])[C:33]1[CH:34]=[C:35]([C:39]2[O:43][C:42]([C:44](O)=[O:45])=[CH:41][CH:40]=2)[CH:36]=[CH:37][CH:38]=1.CC(OI1(OC(C)=O)(OC(C)=O)OC(=O)C2C=CC=CC1=2)=O. No catalyst specified. The product is [CH:26]1([CH2:25][C@H:3]([NH:2][C:44]([C:42]2[O:43][C:39]([C:35]3[CH:36]=[CH:37][CH:38]=[C:33]([C:32]([F:48])([F:31])[F:47])[CH:34]=3)=[CH:40][CH:41]=2)=[O:45])[C:4](=[O:5])[NH:6][C@H:7]2[CH2:13][CH2:12][C@@H:11]([CH3:14])[N:10]([S:15]([C:18]3[CH:23]=[CH:22][CH:21]=[CH:20][N:19]=3)(=[O:16])=[O:17])[CH2:9][C:8]2=[O:24])[CH2:27][CH2:28][CH2:29][CH2:30]1. The yield is 0.400. (5) The reactants are [C:1]1(=[O:7])[O:6][C:4](=O)[CH:3]=[CH:2]1.[NH2:8][CH2:9][CH2:10][C:11]([OH:13])=[O:12]. The catalyst is C(O)(=O)C. The product is [O:7]=[C:1]1[CH:2]=[CH:3][C:4](=[O:6])[N:8]1[CH2:9][CH2:10][C:11]([OH:13])=[O:12]. The yield is 0.410.